From a dataset of TCR-epitope binding with 47,182 pairs between 192 epitopes and 23,139 TCRs. Binary Classification. Given a T-cell receptor sequence (or CDR3 region) and an epitope sequence, predict whether binding occurs between them. (1) The epitope is FRYMNSQGL. The TCR CDR3 sequence is CASSLRGWEPQHF. Result: 0 (the TCR does not bind to the epitope). (2) The epitope is ILGLPTQTV. The TCR CDR3 sequence is CASSPGLGPQHF. Result: 1 (the TCR binds to the epitope). (3) The epitope is PROT_97E67BCC. The TCR CDR3 sequence is CASSKDTGLGSHNEQFF. Result: 0 (the TCR does not bind to the epitope). (4) The epitope is RLRAEAQVK. The TCR CDR3 sequence is CASRTGGKNTEAFF. Result: 0 (the TCR does not bind to the epitope). (5) The epitope is EEHVQIHTI. The TCR CDR3 sequence is CSASYEGSYNEQFF. Result: 1 (the TCR binds to the epitope). (6) The epitope is QARQMVQAMRTIGTHP. The TCR CDR3 sequence is CSAWPIQYSNQPQHF. Result: 1 (the TCR binds to the epitope). (7) The epitope is NLVPMVATV. Result: 1 (the TCR binds to the epitope). The TCR CDR3 sequence is CASSEESGAAETQYF. (8) The epitope is GLCTLVAML. Result: 1 (the TCR binds to the epitope). The TCR CDR3 sequence is CATSRERGGGGETQYF. (9) The epitope is PROT_97E67BCC. The TCR CDR3 sequence is CASSDRRIYGYTF. Result: 1 (the TCR binds to the epitope).